This data is from Peptide-MHC class II binding affinity with 134,281 pairs from IEDB. The task is: Regression. Given a peptide amino acid sequence and an MHC pseudo amino acid sequence, predict their binding affinity value. This is MHC class II binding data. (1) The binding affinity (normalized) is 0.744. The peptide sequence is SPLLTEGFKLLSSLV. The MHC is DRB1_0901 with pseudo-sequence DRB1_0901. (2) The peptide sequence is FIRINNLKVKMAQED. The MHC is DRB1_0301 with pseudo-sequence DRB1_0301. The binding affinity (normalized) is 0.523. (3) The peptide sequence is IPTAFSIGKTYKPEE. The MHC is DRB1_1602 with pseudo-sequence DRB1_1602. The binding affinity (normalized) is 0.399. (4) The peptide sequence is SRVLNYDFNKLTALA. The MHC is DRB1_0802 with pseudo-sequence DRB1_0802. The binding affinity (normalized) is 0. (5) The peptide sequence is LKGIQSLRKLSSVCL. The MHC is DRB1_0404 with pseudo-sequence DRB1_0404. The binding affinity (normalized) is 0.652. (6) The peptide sequence is DVCGMFTNRSGSQQWR. The binding affinity (normalized) is 0.307. The MHC is DRB1_1101 with pseudo-sequence DRB1_1101. (7) The peptide sequence is RSPISNMVSMANNHM. The MHC is HLA-DQA10501-DQB10201 with pseudo-sequence HLA-DQA10501-DQB10201. The binding affinity (normalized) is 0.150. (8) The peptide sequence is AAPAAVAAAGDAAKG. The MHC is DRB1_0301 with pseudo-sequence DRB1_0301. The binding affinity (normalized) is 0.0526.